This data is from Catalyst prediction with 721,799 reactions and 888 catalyst types from USPTO. The task is: Predict which catalyst facilitates the given reaction. (1) Reactant: C(OC(=O)[NH:7][CH2:8][CH2:9][N:10]([CH2:16][C:17]1[CH:22]=[CH:21][CH:20]=[CH:19][CH:18]=1)[CH2:11][CH2:12][C:13](=[O:15])[CH3:14])(C)(C)C. Product: [NH2:7][CH2:8][CH2:9][N:10]([CH2:16][C:17]1[CH:18]=[CH:19][CH:20]=[CH:21][CH:22]=1)[CH2:11][CH2:12][C:13](=[O:15])[CH3:14]. The catalyst class is: 33. (2) Reactant: [OH:1][CH2:2][CH2:3][N:4]1[CH2:9][CH2:8][O:7][CH2:6][CH2:5]1.[H-].[Na+].[Cl:12][C:13]1[CH:18]=[C:17]([N+]([O-])=O)[CH:16]=[CH:15][N:14]=1. Product: [Cl:12][C:13]1[CH:18]=[C:17]([O:1][CH2:2][CH2:3][N:4]2[CH2:9][CH2:8][O:7][CH2:6][CH2:5]2)[CH:16]=[CH:15][N:14]=1. The catalyst class is: 3. (3) Reactant: [CH3:1][S:2]([C:5]1[N:10]=[CH:9][C:8]([O:11][C:12]2[CH:13]=[C:14]3[C:18](=[CH:19][CH:20]=2)[NH:17][C:16]([C:21](O)=[O:22])=[CH:15]3)=[CH:7][CH:6]=1)(=[O:4])=[O:3].O.O[N:26]1C2C=CC=CC=2N=N1.Cl.C(N=C=NCCCN(C)C)C.N. Product: [CH3:1][S:2]([C:5]1[N:10]=[CH:9][C:8]([O:11][C:12]2[CH:13]=[C:14]3[C:18](=[CH:19][CH:20]=2)[NH:17][C:16]([C:21]([NH2:26])=[O:22])=[CH:15]3)=[CH:7][CH:6]=1)(=[O:3])=[O:4]. The catalyst class is: 35. (4) Reactant: C([O:5][C:6](=[O:31])[CH2:7][CH2:8][CH2:9][N:10]1[C:15]2[CH:16]=[CH:17][C:18]([Cl:20])=[CH:19][C:14]=2[C:13]([C:25]#[C:26][CH:27]2[CH2:29][CH2:28]2)([C:21]([F:24])([F:23])[F:22])[O:12][C:11]1=[O:30])(C)(C)C.FC(F)(F)C(O)=O. Product: [Cl:20][C:18]1[CH:17]=[CH:16][C:15]2[N:10]([CH2:9][CH2:8][CH2:7][C:6]([OH:31])=[O:5])[C:11](=[O:30])[O:12][C:13]([C:25]#[C:26][CH:27]3[CH2:28][CH2:29]3)([C:21]([F:22])([F:23])[F:24])[C:14]=2[CH:19]=1. The catalyst class is: 4.